From a dataset of Forward reaction prediction with 1.9M reactions from USPTO patents (1976-2016). Predict the product of the given reaction. Given the reactants [Cl:1][C:2]1[CH:7]=[CH:6][C:5]([N:8]2[C:17](=[O:18])[C:16]3[C:11](=[CH:12][C:13]([O:19][CH3:20])=[CH:14][CH:15]=3)[NH:10][C:9]2=O)=[CH:4][CH:3]=1.P(Cl)(Cl)([Cl:24])=O, predict the reaction product. The product is: [Cl:24][C:9]1[N:8]([C:5]2[CH:6]=[CH:7][C:2]([Cl:1])=[CH:3][CH:4]=2)[C:17](=[O:18])[C:16]2[C:11](=[CH:12][C:13]([O:19][CH3:20])=[CH:14][CH:15]=2)[N:10]=1.